This data is from Forward reaction prediction with 1.9M reactions from USPTO patents (1976-2016). The task is: Predict the product of the given reaction. (1) Given the reactants C(N(CC)CC)C.[N:8]1[CH:13]=[CH:12][CH:11]=[C:10]([O:14][CH2:15][C:16]([N:18]2[CH2:27][CH2:26][C:25]3[C:20](=[CH:21][CH:22]=[C:23]([NH:28][S:29]([CH:32]4[CH2:37][CH2:36][NH:35][CH2:34][CH2:33]4)(=[O:31])=[O:30])[CH:24]=3)[CH2:19]2)=[O:17])[CH:9]=1.[O:38]1[CH2:43][CH2:42][CH:41]([C:44](Cl)=[O:45])[CH2:40][CH2:39]1.C(=O)([O-])[O-].[Na+].[Na+], predict the reaction product. The product is: [N:8]1[CH:13]=[CH:12][CH:11]=[C:10]([O:14][CH2:15][C:16]([N:18]2[CH2:27][CH2:26][C:25]3[C:20](=[CH:21][CH:22]=[C:23]([NH:28][S:29]([CH:32]4[CH2:33][CH2:34][N:35]([C:44]([CH:41]5[CH2:42][CH2:43][O:38][CH2:39][CH2:40]5)=[O:45])[CH2:36][CH2:37]4)(=[O:31])=[O:30])[CH:24]=3)[CH2:19]2)=[O:17])[CH:9]=1. (2) Given the reactants CS(O[CH2:6][CH:7]([OH:43])[C:8]([NH:10][C:11]1[CH:16]=[CH:15][CH:14]=[C:13]([NH:17][C:18]2[C:23]([F:24])=[CH:22][N:21]=[C:20]([NH:25][C:26]3[CH:31]=[CH:30][C:29]([O:32][CH2:33][CH2:34][O:35][Si:36]([C:39]([CH3:42])([CH3:41])[CH3:40])([CH3:38])[CH3:37])=[CH:28][CH:27]=3)[N:19]=2)[CH:12]=1)=[O:9])(=O)=O.[H-].[Na+].C(Cl)(Cl)Cl.CO.O, predict the reaction product. The product is: [Si:36]([O:35][CH2:34][CH2:33][O:32][C:29]1[CH:28]=[CH:27][C:26]([NH:25][C:20]2[N:19]=[C:18]([NH:17][C:13]3[CH:12]=[C:11]([NH:10][C:8]([CH:7]4[CH2:6][O:43]4)=[O:9])[CH:16]=[CH:15][CH:14]=3)[C:23]([F:24])=[CH:22][N:21]=2)=[CH:31][CH:30]=1)([C:39]([CH3:40])([CH3:42])[CH3:41])([CH3:37])[CH3:38]. (3) Given the reactants [Br:1][C:2]1[CH:7]=[C:6]([CH2:8][CH2:9][OH:10])[CH:5]=[C:4]([Br:11])[C:3]=1[OH:12].CC(C)([O-])C.[K+].[Cl:19][C:20]1[N:21]=[N:22][C:23](Cl)=[CH:24][C:25]=1[CH:26]([CH3:28])[CH3:27], predict the reaction product. The product is: [Br:1][C:2]1[CH:7]=[C:6]([CH2:8][CH2:9][OH:10])[CH:5]=[C:4]([Br:11])[C:3]=1[O:12][C:23]1[N:22]=[N:21][C:20]([Cl:19])=[C:25]([CH:26]([CH3:28])[CH3:27])[CH:24]=1. (4) Given the reactants [H-].[Al+3].[Li+].[H-].[H-].[H-].[N:7]1[CH:12]=[CH:11][CH:10]=[C:9]([CH:13]([CH3:20])[CH2:14][C:15](OCC)=[O:16])[CH:8]=1, predict the reaction product. The product is: [N:7]1[CH:12]=[CH:11][CH:10]=[C:9]([CH:13]([CH3:20])[CH2:14][CH2:15][OH:16])[CH:8]=1. (5) Given the reactants FC1C=C(C2N=C(SC)N=C(N3CCOC[C@@H]3C)C=2)C=NC=1.CC1(C)C(C)(C)OB([C:31]2[CH:36]=[CH:35][C:34]([N+:37]([O-:39])=[O:38])=[CH:33][CH:32]=2)O1.[Cl:41][C:42]1[N:47]=[C:46](Cl)[CH:45]=[CH:44][N:43]=1, predict the reaction product. The product is: [Cl:41][C:42]1[N:47]=[C:46]([C:31]2[CH:32]=[CH:33][C:34]([N+:37]([O-:39])=[O:38])=[CH:35][CH:36]=2)[CH:45]=[CH:44][N:43]=1.